Dataset: Peptide-MHC class II binding affinity with 134,281 pairs from IEDB. Task: Regression. Given a peptide amino acid sequence and an MHC pseudo amino acid sequence, predict their binding affinity value. This is MHC class II binding data. (1) The peptide sequence is PPTVTIFKISKTVSE. The MHC is DRB1_0101 with pseudo-sequence DRB1_0101. The binding affinity (normalized) is 0.414. (2) The binding affinity (normalized) is 0.304. The peptide sequence is LHFSEALRIIAGTPE. The MHC is HLA-DQA10104-DQB10503 with pseudo-sequence HLA-DQA10104-DQB10503. (3) The binding affinity (normalized) is 0.0604. The peptide sequence is KDKWIELKESWGAIW. The MHC is HLA-DQA10301-DQB10302 with pseudo-sequence HLA-DQA10301-DQB10302. (4) The peptide sequence is IKEVVMAYVGIKL. The MHC is HLA-DQA10101-DQB10501 with pseudo-sequence HLA-DQA10101-DQB10501. The binding affinity (normalized) is 0.306. (5) The peptide sequence is RVNNSYSLIRLSHNS. The MHC is DRB1_0405 with pseudo-sequence DRB1_0405. The binding affinity (normalized) is 0.634. (6) The peptide sequence is IKLVFLWLLWPVTLA. The binding affinity (normalized) is 0.926. The MHC is DRB1_0101 with pseudo-sequence DRB1_0101.